From a dataset of Reaction yield outcomes from USPTO patents with 853,638 reactions. Predict the reaction yield, written as a fraction of the theoretical maximum amount of product (1.0 means a 100% yield; for example, 0.34 means a 34% yield). (1) The reactants are [OH:1][C@@H:2]([CH2:8][C:9](=[O:11])[O-:10])[CH2:3][N+:4]([CH3:7])([CH3:6])[CH3:5].C(OC(=O)C)(=O)C.C([O-])(O)=O.[Na+].OC(CC(=O)[O-])C[N+](C)(C)C. The catalyst is CC(O)=O.O.C(OCC)(=O)C. The product is [OH:1][C@H:2]([CH2:8][C:9](=[O:10])[O-:11])[CH2:3][N+:4]([CH3:7])([CH3:5])[CH3:6]. The yield is 0.702. (2) The reactants are [O:1]=[C:2]1[C:11]2[C:6](=[CH:7][CH:8]=[CH:9][CH:10]=2)[O:5][CH2:4][C:3]1=[CH:12][C:13]1[CH:22]=[CH:21][C:16]([C:17]([O:19][CH3:20])=[O:18])=[CH:15][CH:14]=1.C1(S(NN)(=O)=O)C=CC=CC=1. The catalyst is CN(C=O)C. The product is [O:1]=[C:2]1[C:11]2[C:6](=[CH:7][CH:8]=[CH:9][CH:10]=2)[O:5][CH2:4][CH:3]1[CH2:12][C:13]1[CH:14]=[CH:15][C:16]([C:17]([O:19][CH3:20])=[O:18])=[CH:21][CH:22]=1. The yield is 0.420. (3) The reactants are [CH2:1]([C:8]1[C:9]([O:21][C:22]2[CH:27]=[CH:26][C:25]([F:28])=[CH:24][C:23]=2[C:29](=[O:31])[CH3:30])=[N:10][C:11]2[C:16]([CH:17]=1)=[CH:15][C:14]([N+:18]([O-])=O)=[CH:13][CH:12]=2)[C:2]1[CH:7]=[CH:6][CH:5]=[CH:4][CH:3]=1. The catalyst is C(OCC)(=O)C.[Pd]. The product is [NH2:18][C:14]1[CH:15]=[C:16]2[C:11](=[CH:12][CH:13]=1)[N:10]=[C:9]([O:21][C:22]1[CH:27]=[CH:26][C:25]([F:28])=[CH:24][C:23]=1[C:29](=[O:31])[CH3:30])[C:8]([CH2:1][C:2]1[CH:3]=[CH:4][CH:5]=[CH:6][CH:7]=1)=[CH:17]2. The yield is 0.860.